From a dataset of Full USPTO retrosynthesis dataset with 1.9M reactions from patents (1976-2016). Predict the reactants needed to synthesize the given product. (1) Given the product [CH3:31][S:30][C:26]1[N:25]=[C:24]([C:23]2[C:19]([C:17]3[CH:18]=[C:13]4[CH:12]=[CH:11][N:10]([S:7]([C:1]5[CH:2]=[CH:3][CH:4]=[CH:5][CH:6]=5)(=[O:8])=[O:9])[C:14]4=[N:15][CH:16]=3)=[N:20][NH:21][CH:22]=2)[CH:29]=[CH:28][N:27]=1, predict the reactants needed to synthesize it. The reactants are: [C:1]1([S:7]([N:10]2[C:14]3=[N:15][CH:16]=[C:17]([C:19]4[C:23]([C:24]5[CH:29]=[CH:28][N:27]=[C:26]([S:30][CH3:31])[N:25]=5)=[CH:22][N:21](C5CCCCO5)[N:20]=4)[CH:18]=[C:13]3[CH:12]=[CH:11]2)(=[O:9])=[O:8])[CH:6]=[CH:5][CH:4]=[CH:3][CH:2]=1.Cl.P([O-])([O-])([O-])=O. (2) Given the product [C:18]1([C:21]2[CH:22]=[CH:23][CH:24]=[CH:25][CH:26]=2)[CH:17]=[CH:16][C:15]([CH2:14][C@H:10]([NH:9][C:7]([C:6]2[CH:38]=[C:2]([C:52]3[CH:53]=[CH:54][C:49]([O:48][CH3:47])=[CH:50][CH:51]=3)[CH:3]=[CH:4][CH:5]=2)=[O:8])[C:11]([OH:13])=[O:12])=[CH:20][CH:19]=1, predict the reactants needed to synthesize it. The reactants are: Br[C:2]1[CH:3]=[CH:4][C:5](OCCCCCCC)=[C:6]([CH:38]=1)[C:7]([NH:9][C@@H:10]([CH2:14][C:15]1[CH:20]=[CH:19][C:18]([C:21]2[CH:26]=[CH:25][CH:24]=[CH:23][C:22]=2OC2C=CC(C(F)(F)F)=CC=2)=[CH:17][CH:16]=1)[C:11]([OH:13])=[O:12])=[O:8].[CH3:47][O:48][C:49]1[CH:54]=[CH:53][C:52](B(O)O)=[CH:51][CH:50]=1. (3) Given the product [NH2:1][C:2]1[CH:9]=[CH:8][C:5]([CH2:6][NH:7][C:10](=[O:19])[C:11]2[CH:16]=[CH:15][C:14]([O:17][CH3:18])=[CH:13][CH:12]=2)=[CH:4][CH:3]=1, predict the reactants needed to synthesize it. The reactants are: [NH2:1][C:2]1[CH:9]=[CH:8][C:5]([CH2:6][NH2:7])=[CH:4][CH:3]=1.[C:10](Cl)(=[O:19])[C:11]1[CH:16]=[CH:15][C:14]([O:17][CH3:18])=[CH:13][CH:12]=1. (4) Given the product [CH2:1]([C:3]1[CH:4]=[CH:5][C:6]([NH:9][C:10](=[O:39])[O:11][CH2:12][C:13]2([C:30](=[O:38])[NH:31][CH2:32][C:33]3[NH:37][CH:36]=[CH:35][N:34]=3)[CH2:14][CH2:15][N:16]([C:19](=[O:29])[CH2:20][NH2:21])[CH2:17][CH2:18]2)=[CH:7][CH:8]=1)[CH3:2].[ClH:40], predict the reactants needed to synthesize it. The reactants are: [CH2:1]([C:3]1[CH:8]=[CH:7][C:6]([NH:9][C:10](=[O:39])[O:11][CH2:12][C:13]2([C:30](=[O:38])[NH:31][CH2:32][C:33]3[NH:34][CH:35]=[CH:36][N:37]=3)[CH2:18][CH2:17][N:16]([C:19](=[O:29])[CH2:20][NH:21]C(OC(C)(C)C)=O)[CH2:15][CH2:14]2)=[CH:5][CH:4]=1)[CH3:2].[ClH:40]. (5) Given the product [F:1][C:2]([F:8])([F:7])[S:3]([O-:6])(=[O:5])=[O:4].[CH2:33]([S:37][C:10]1[CH:15]=[CH:14][C:13]([S+:16]([C:24]2[CH:29]=[CH:28][C:27]([S:3][CH2:2][CH2:18][CH2:17][CH3:22])=[CH:26][CH:25]=2)[C:17]2[CH:22]=[CH:21][C:20]([S:16][CH2:13][CH2:12][CH2:11][CH3:10])=[CH:19][CH:18]=2)=[CH:12][CH:11]=1)[CH2:34][CH2:35][CH3:36], predict the reactants needed to synthesize it. The reactants are: [F:1][C:2]([F:8])([F:7])[S:3]([O-:6])(=[O:5])=[O:4].F[C:10]1[CH:15]=[CH:14][C:13]([S+:16]([C:24]2[CH:29]=[CH:28][C:27](F)=[CH:26][CH:25]=2)[C:17]2[CH:22]=[CH:21][C:20](F)=[CH:19][CH:18]=2)=[CH:12][CH:11]=1.[OH-].[Na+].[CH2:33]([SH:37])[CH2:34][CH2:35][CH3:36]. (6) Given the product [N:14]1[C:13]2[NH:9][CH:10]=[CH:11][C:12]=2[C:17]([C:18]2[CH:19]=[N:20][N:21]([C@@H:23]([CH2:27][CH:28]3[CH2:29][CH2:30][CH2:31][CH2:32]3)[CH2:24][C:25]#[N:26])[CH:22]=2)=[CH:16][N:15]=1, predict the reactants needed to synthesize it. The reactants are: C(OC[N:9]1[C:13]2[N:14]=[N:15][CH:16]=[C:17]([C:18]3[CH:19]=[N:20][N:21]([C@@H:23]([CH2:27][CH:28]4[CH2:32][CH2:31][CH2:30][CH2:29]4)[CH2:24][C:25]#[N:26])[CH:22]=3)[C:12]=2[CH:11]=[CH:10]1)(=O)C(C)(C)C.[OH-].[Na+]. (7) Given the product [C:2]1([C:1]2[O:8][N:17]=[C:11]([C:12]([O:14][CH2:15][CH3:16])=[O:13])[N:10]=2)[CH:7]=[CH:6][CH:5]=[CH:4][CH:3]=1, predict the reactants needed to synthesize it. The reactants are: [C:1](Cl)(=[O:8])[C:2]1[CH:7]=[CH:6][CH:5]=[CH:4][CH:3]=1.[NH2:10][C:11](=[N:17]O)[C:12]([O:14][CH2:15][CH3:16])=[O:13].C(N(CC)C(C)C)(C)C.O. (8) Given the product [CH2:24]([O:23][CH:4]([O:3][CH2:1][CH3:2])[C:5]1[O:13][C:12]2[C:11]([C:27]3[CH:28]=[C:29]([CH:32]=[CH:33][C:34]=3[O:35][CH3:36])[CH:30]=[O:31])=[CH:10][N:9]=[CH:8][C:7]=2[CH:6]=1)[CH3:25], predict the reactants needed to synthesize it. The reactants are: [CH2:1]([O:3][CH:4]([O:23][CH2:24][CH3:25])[C:5]1[O:13][C:12]2[C:11](B3OC(C)(C)C(C)(C)O3)=[CH:10][N:9]=[CH:8][C:7]=2[CH:6]=1)[CH3:2].Br[C:27]1[CH:28]=[C:29]([CH:32]=[CH:33][C:34]=1[O:35][CH3:36])[CH:30]=[O:31].C(=O)([O-])[O-].[Na+].[Na+]. (9) Given the product [CH:18]1([C:24]2[N:32]3[C:27]([C:5]([NH2:1])=[N:4][CH:3]=[N:2]3)=[C:26]([I:34])[N:25]=2)[CH2:19][CH2:20][CH2:21][CH2:22][CH2:23]1, predict the reactants needed to synthesize it. The reactants are: [NH:1]1[CH:5]=[N:4][CH:3]=[N:2]1.P(Cl)(Cl)(Cl)=O.C(N(CC)CC)C.[CH:18]1([C:24]2[N:32]3[C:27](C(=O)NC=N3)=[C:26]([I:34])[N:25]=2)[CH2:23][CH2:22][CH2:21][CH2:20][CH2:19]1. (10) Given the product [C:3]([C:5]1[CH:6]=[CH:7][C:8]([C:11]2[N:15]([C:16]3[CH:17]=[N:18][CH:19]=[CH:20][CH:21]=3)[N:14]=[C:13]([C:22]([N:24]3[CH2:25][CH2:26][CH:27]([F:30])[CH2:28][CH2:29]3)=[O:23])[CH:12]=2)=[N:9][CH:10]=1)(=[O:1])[NH2:4], predict the reactants needed to synthesize it. The reactants are: [OH-:1].[Na+].[C:3]([C:5]1[CH:6]=[CH:7][C:8]([C:11]2[N:15]([C:16]3[CH:17]=[N:18][CH:19]=[CH:20][CH:21]=3)[N:14]=[C:13]([C:22]([N:24]3[CH2:29][CH2:28][CH:27]([F:30])[CH2:26][CH2:25]3)=[O:23])[CH:12]=2)=[N:9][CH:10]=1)#[N:4].CO.